Dataset: Catalyst prediction with 721,799 reactions and 888 catalyst types from USPTO. Task: Predict which catalyst facilitates the given reaction. (1) Reactant: [F:1][C:2]([F:14])([F:13])[O:3][C:4]1[CH:9]=[CH:8][C:7]([CH2:10][C:11]#[N:12])=[CH:6][CH:5]=1.[ClH:15].[H][H]. Product: [ClH:15].[F:1][C:2]([F:13])([F:14])[O:3][C:4]1[CH:5]=[CH:6][C:7]([CH2:10][CH2:11][NH2:12])=[CH:8][CH:9]=1. The catalyst class is: 19. (2) Reactant: [O:1]=[C:2]1[N:6]([C:7]([O:9][C:10]([CH3:13])([CH3:12])[CH3:11])=[O:8])[C@H:5]([C:14]([O:16][CH3:17])=[O:15])[CH2:4][CH2:3]1.[Li+].[CH3:19][Si]([N-][Si](C)(C)C)(C)C.CI.CC(O)=O. Product: [CH3:19][C@H:3]1[C:2](=[O:1])[N:6]([C:7]([O:9][C:10]([CH3:13])([CH3:12])[CH3:11])=[O:8])[C@H:5]([C:14]([O:16][CH3:17])=[O:15])[CH2:4]1. The catalyst class is: 20. (3) Reactant: [CH3:1][N:2]1[C:7](=[O:8])[CH2:6][NH:5][C:4]2[N:9]=[CH:10][CH:11]=[CH:12][C:3]1=2.CN(C)C(=O)C.Cl[C:20]([O:22][C:23]1[CH:28]=[CH:27][C:26]([N+:29]([O-:31])=[O:30])=[CH:25][CH:24]=1)=[O:21]. Product: [CH3:1][N:2]1[C:7](=[O:8])[CH2:6][N:5]([C:20]([O:22][C:23]2[CH:24]=[CH:25][C:26]([N+:29]([O-:31])=[O:30])=[CH:27][CH:28]=2)=[O:21])[C:4]2[N:9]=[CH:10][CH:11]=[CH:12][C:3]1=2. The catalyst class is: 17.